This data is from CYP1A2 inhibition data for predicting drug metabolism from PubChem BioAssay. The task is: Regression/Classification. Given a drug SMILES string, predict its absorption, distribution, metabolism, or excretion properties. Task type varies by dataset: regression for continuous measurements (e.g., permeability, clearance, half-life) or binary classification for categorical outcomes (e.g., BBB penetration, CYP inhibition). Dataset: cyp1a2_veith. The compound is Cc1ccc(S(=O)(=O)N(C)CC(=O)O/N=C(\N)c2ccccn2)cc1. The result is 0 (non-inhibitor).